Dataset: Full USPTO retrosynthesis dataset with 1.9M reactions from patents (1976-2016). Task: Predict the reactants needed to synthesize the given product. (1) Given the product [Br:1][C:2]1[CH:11]=[CH:10][CH:9]=[C:8]2[C:3]=1[CH:4]=[C:5]([Cl:13])[N:6]=[C:7]2[O:15][CH3:14], predict the reactants needed to synthesize it. The reactants are: [Br:1][C:2]1[CH:11]=[CH:10][CH:9]=[C:8]2[C:3]=1[CH:4]=[C:5]([Cl:13])[N:6]=[C:7]2Cl.[CH3:14][O-:15].[Na+].CO.O. (2) Given the product [CH3:1][O:2][C:3](=[O:17])[CH:4]([CH2:9][CH2:10][C:11]1[CH:16]=[CH:15][CH:14]=[CH:13][CH:12]=1)[CH2:5][C:6]([N:39]1[CH:38]([CH2:43][C:44]2[CH:49]=[CH:48][CH:47]=[CH:46][CH:45]=2)[CH2:37][O:42][C:40]1=[O:41])=[O:8], predict the reactants needed to synthesize it. The reactants are: [CH3:1][O:2][C:3](=[O:17])[CH:4]([CH2:9][CH2:10][C:11]1[CH:16]=[CH:15][CH:14]=[CH:13][CH:12]=1)[CH2:5][C:6]([OH:8])=O.C(N(CC)CC)C.CC(C)(C)C(Cl)=O.C([Li])CCC.[CH2:37]1[O:42][C:40](=[O:41])[NH:39][C@@H:38]1[CH2:43][C:44]1[CH:49]=[CH:48][CH:47]=[CH:46][CH:45]=1. (3) Given the product [CH3:45][N:46]([CH3:55])[C:47]1[CH:48]=[C:49]([CH:52]=[CH:53][CH:54]=1)[CH2:50][NH:51][C:20]([C:17]1[CH:18]=[CH:19][C:14]([C:3]2[CH:4]=[C:5]([C:8]3[O:9][C:10]([CH3:13])=[N:11][N:12]=3)[CH:6]=[CH:7][C:2]=2[CH3:1])=[CH:15][CH:16]=1)=[O:22], predict the reactants needed to synthesize it. The reactants are: [CH3:1][C:2]1[CH:7]=[CH:6][C:5]([C:8]2[O:9][C:10]([CH3:13])=[N:11][N:12]=2)=[CH:4][C:3]=1[C:14]1[CH:19]=[CH:18][C:17]([C:20]([OH:22])=O)=[CH:16][CH:15]=1.C1C=CC2N(O)N=NC=2C=1.Cl.CN(C)CCCN=C=NCC.[CH3:45][N:46]([CH3:55])[C:47]1[CH:48]=[C:49]([CH:52]=[CH:53][CH:54]=1)[CH2:50][NH2:51]. (4) Given the product [ClH:34].[CH3:33][N:2]([CH3:1])[C:3]1([C:27]2[CH:28]=[CH:29][CH:30]=[CH:31][CH:32]=2)[CH2:8][CH2:7][C:6](=[CH:9][C:10]([N:12]2[CH2:17][CH2:16][CH2:15][CH:14]([C:18]3[C:26]4[C:21](=[CH:22][CH:23]=[CH:24][CH:25]=4)[NH:20][CH:19]=3)[CH2:13]2)=[O:11])[CH2:5][CH2:4]1, predict the reactants needed to synthesize it. The reactants are: [CH3:1][N:2]([CH3:33])[C:3]1([C:27]2[CH:32]=[CH:31][CH:30]=[CH:29][CH:28]=2)[CH2:8][CH2:7][C:6](=[CH:9][C:10]([N:12]2[CH2:17][CH2:16][CH2:15][CH:14]([C:18]3[C:26]4[C:21](=[CH:22][CH:23]=[CH:24][CH:25]=4)[NH:20][CH:19]=3)[CH2:13]2)=[O:11])[CH2:5][CH2:4]1.[Cl:34][Si](C)(C)C. (5) Given the product [O:30]1[C:6]2[C:7]3[CH:15]=[CH:14][C:13]([N:16]4[CH2:20][C@H:19]([CH2:21][N:22]5[CH:27]=[CH:26][CH:25]=[CH:24][C:23]5=[O:28])[O:18][C:17]4=[O:29])=[CH:12][C:8]=3[CH2:9][CH2:10][CH2:11][C:5]=2[CH:4]=[N:2]1, predict the reactants needed to synthesize it. The reactants are: C[N:2]([CH:4]=[C:5]1[CH2:11][CH2:10][CH2:9][C:8]2[CH:12]=[C:13]([N:16]3[CH2:20][C@H:19]([CH2:21][N:22]4[CH:27]=[CH:26][CH:25]=[CH:24][C:23]4=[O:28])[O:18][C:17]3=[O:29])[CH:14]=[CH:15][C:7]=2[C:6]1=[O:30])C.NOS(O)(=O)=O.C(=O)(O)[O-].[Na+].C(OCC)(=O)C. (6) The reactants are: [F:1][C:2]1[CH:10]=[CH:9][C:5]([C:6]([OH:8])=[O:7])=[CH:4][CH:3]=1.[Cl:11][S:12](O)(=[O:14])=[O:13]. Given the product [Cl:11][S:12]([C:3]1[CH:4]=[C:5]([CH:9]=[CH:10][C:2]=1[F:1])[C:6]([OH:8])=[O:7])(=[O:14])=[O:13], predict the reactants needed to synthesize it. (7) Given the product [Br:1][C:2]1[CH:3]=[C:4]([C:12]([OH:14])([CH3:15])[CH3:13])[CH:5]=[C:6]([C:8]([CH3:10])([CH3:9])[CH3:11])[CH:7]=1, predict the reactants needed to synthesize it. The reactants are: [Br:1][C:2]1[CH:3]=[C:4]([C:12](=[O:14])[CH3:13])[CH:5]=[C:6]([C:8]([CH3:11])([CH3:10])[CH3:9])[CH:7]=1.[CH3:15][Mg]Br.Cl. (8) Given the product [CH3:1][C:2]1([CH3:15])[C:10]2[C:5](=[CH:6][C:7]([N+:11]([O-:13])=[O:12])=[CH:8][CH:9]=2)[N:4]([CH2:19][CH2:20][CH2:21][N:22]2[CH2:27][CH2:26][O:25][CH2:24][CH2:23]2)[C:3]1=[O:14], predict the reactants needed to synthesize it. The reactants are: [CH3:1][C:2]1([CH3:15])[C:10]2[C:5](=[CH:6][C:7]([N+:11]([O-:13])=[O:12])=[CH:8][CH:9]=2)[NH:4][C:3]1=[O:14].[H-].[Na+].Cl[CH2:19][CH2:20][CH2:21][N:22]1[CH2:27][CH2:26][O:25][CH2:24][CH2:23]1. (9) Given the product [Br:1][C:2]1[CH:7]=[CH:6][N:5]=[C:4]([C:8]([NH:10][C:11]2[CH:12]=[C:13]([C:16]([NH:21][NH2:22])=[O:18])[S:14][CH:15]=2)=[O:9])[CH:3]=1, predict the reactants needed to synthesize it. The reactants are: [Br:1][C:2]1[CH:7]=[CH:6][N:5]=[C:4]([C:8]([NH:10][C:11]2[CH:12]=[C:13]([C:16]([O:18]C)=O)[S:14][CH:15]=2)=[O:9])[CH:3]=1.O.[NH2:21][NH2:22].